Dataset: Forward reaction prediction with 1.9M reactions from USPTO patents (1976-2016). Task: Predict the product of the given reaction. (1) Given the reactants [F:1][C:2]1[CH:3]=[N:4][C:5]([CH:8]2[CH2:10][CH:9]2[CH2:11][NH:12]C(=O)OCC2C=CC=CC=2)=[N:6][CH:7]=1, predict the reaction product. The product is: [F:1][C:2]1[CH:7]=[N:6][C:5]([CH:8]2[CH2:10][CH:9]2[CH2:11][NH2:12])=[N:4][CH:3]=1. (2) Given the reactants [CH3:1][C:2]1[CH:8]=[C:7]([C:9]([OH:18])([C:14]([F:17])([F:16])[F:15])[C:10]([F:13])([F:12])[F:11])[CH:6]=[C:5]([CH3:19])[C:3]=1[NH2:4].[N+:20]([C:23]1[CH:24]=[C:25]([CH:29]=[CH:30][CH:31]=1)[C:26](Cl)=[O:27])([O-:22])=[O:21].C([O-])(O)=O.[Na+].S([O-])([O-])(=O)=O.[Mg+2], predict the reaction product. The product is: [CH3:1][C:2]1[CH:8]=[C:7]([C:9]([OH:18])([C:10]([F:12])([F:13])[F:11])[C:14]([F:15])([F:16])[F:17])[CH:6]=[C:5]([CH3:19])[C:3]=1[NH:4][C:26](=[O:27])[C:25]1[CH:29]=[CH:30][CH:31]=[C:23]([N+:20]([O-:22])=[O:21])[CH:24]=1. (3) Given the reactants [CH3:1][S:2](Cl)(=[O:4])=[O:3].[CH3:6][C:7]1[N:8]=[C:9]([CH3:31])[C:10]2[N:11]([CH:13]=[C:14]([C:16]3[C:17](=[O:30])[O:18][C:19]4[C:24]([CH:25]=3)=[CH:23][CH:22]=[C:21]([O:26][CH2:27][CH2:28][OH:29])[CH:20]=4)[N:15]=2)[CH:12]=1.C(N(CC)CC)C, predict the reaction product. The product is: [CH3:1][S:2]([O:29][CH2:28][CH2:27][O:26][C:21]1[CH:20]=[C:19]2[C:24]([CH:25]=[C:16]([C:14]3[N:15]=[C:10]4[C:9]([CH3:31])=[N:8][C:7]([CH3:6])=[CH:12][N:11]4[CH:13]=3)[C:17](=[O:30])[O:18]2)=[CH:23][CH:22]=1)(=[O:4])=[O:3]. (4) Given the reactants Cl[C:2]1[N:3]=[N:4][C:5]([C:8]([NH2:10])=[O:9])=[CH:6][CH:7]=1.C([NH:13][CH2:14][C:15]1[CH:20]=[CH:19][CH:18]=[CH:17][C:16]=1[O:21][C:22]1[CH:27]=[CH:26][CH:25]=[CH:24][CH:23]=1)C.[CH:28](N(C(C)C)CC)(C)[CH3:29], predict the reaction product. The product is: [CH2:28]([N:10]([NH:13][CH2:14][C:15]1[CH:20]=[CH:19][CH:18]=[CH:17][C:16]=1[O:21][C:22]1[CH:27]=[CH:26][CH:25]=[CH:24][CH:23]=1)[C:8]([C:5]1[N:4]=[N:3][CH:2]=[CH:7][CH:6]=1)=[O:9])[CH3:29]. (5) Given the reactants CC1ON=C(N)C=1.N1(C(N2C=CN=C2)=O)C=CN=C1.[CH3:20][C:21]1[O:25][N:24]=[C:23]([NH:26][C:27](N2C=CN=C2)=[O:28])[CH:22]=1.[F:34][C:35]1[CH:36]=[C:37]([C:41]([N:43]2[CH2:48][CH2:47][NH:46][CH2:45][CH2:44]2)=[O:42])[CH:38]=[CH:39][CH:40]=1, predict the reaction product. The product is: [CH3:20][C:21]1[O:25][N:24]=[C:23]([NH:26][C:27]([N:46]2[CH2:45][CH2:44][N:43]([C:41](=[O:42])[C:37]3[CH:38]=[CH:39][CH:40]=[C:35]([F:34])[CH:36]=3)[CH2:48][CH2:47]2)=[O:28])[CH:22]=1. (6) Given the reactants C(N(CC)[C:4](=[O:8])[CH:5]([F:7])[F:6])C.Cl.[C:12]([O:15][CH2:16][CH3:17])(=[O:14])[CH3:13], predict the reaction product. The product is: [CH2:16]([O:15][C:12](=[O:14])[CH2:13][C:4](=[O:8])[CH:5]([F:6])[F:7])[CH3:17].